This data is from Experimentally validated miRNA-target interactions with 360,000+ pairs, plus equal number of negative samples. The task is: Binary Classification. Given a miRNA mature sequence and a target amino acid sequence, predict their likelihood of interaction. (1) The miRNA is hsa-miR-6766-5p with sequence CGGGUGGGAGCAGAUCUUAUUGAG. The protein sequence of the target gene is MAQAVWSRLGRILWLACLLPWAPAGVAAGLYELNLTTDSPATTGAVVTISASLVAKDNGSLALPADAHLYRFHWIHTPLVLTGKMEKGLSSTIRVVGHVPGEFPVSVWVTAADCWMCQPVARGFVVLPITEFLVGDLVVTQNTSLPWPSSYLTKTVLKVSFLLHDPSNFLKTALFLYSWDFGDGTQMVTEDSVVYYNYSIIGTFTVKLKVVAEWEEVEPDATRAVKQKTGDFSASLKLQETLRGIQVLGPTLIQTFQKMTVTLNFLGSPPLTVCWRLKPECLPLEEGECHPVSVASTAYN.... Result: 0 (no interaction). (2) The miRNA is hsa-miR-1470 with sequence GCCCUCCGCCCGUGCACCCCG. The protein sequence of the target gene is MAAAAAMAEQESARNGGRNRGGVQRVEGKLRASVEKGDYYEAHQMYRTLFFRYMSQSKHTEARELMYSGALLFFSHGQQNSAADLSMLVLESLEKAEVEVADELLENLAKVFSLMDPNSPERVTFVSRALKWSSGGSGKLGHPRLHQLLALTLWKEQNYCESRYHFLHSADGEGCANMLVEYSTSRGFRSEVDMFVAQAVLQFLCLKNKSSASVVFTTYTQKHPSIEDGPPFVEPLLNFIWFLLLAVDGGKLTVFTVLCEQYQPSLRRDPMYNEYLDRIGQLFFGVPPKQTSSYGGLLGN.... Result: 1 (interaction). (3) Result: 0 (no interaction). The miRNA is hsa-miR-5681b with sequence AGGUAUUGCCACCCUUUCUAGU. The protein sequence of the target gene is MESRKDMVVFLDGGQLGTLVGKRVSNLSEAVGSPLPEPPEKMVPRGCLSPRAVPPATRERGGGGPEEEPVDGLAGSAAGPGAEPQVAGAAMLGPGPPAPSVDSLSGQGQPSSSDTESDFYEEIEVSCTPDCATGNAEYQHSKGSGSEALVGSPNGGSETPKSNGGSGGGGSQGTLACSASDQMRRYRTAFTREQIARLEKEFYRENYVSRPRRCELAAALNLPETTIKVWFQNRRMKDKRQRLAMTWPHPADPAFYTYMMSHAAAAGGLPYPFPSHLPLPYYSPVGLGAASAASAAASPF.... (4) The miRNA is cel-miR-75-3p with sequence UUAAAGCUACCAACCGGCUUCA. The protein sequence of the target gene is MNEEGGYLGAMTYQCLYSPVMEKIKQQHRDDPRASLALNKLHTALTTCEQASPSFLYDFTKVLLDDSELSVNLQESYLRMHDTSPTNDLIVSGYEQNADYKELTKRAIELRRVLSRVPEEMSDRHAFLETIKLIASSIKKLLEAINAVYRIVPLTAQPAVEKRKREFVHYSKRFSNTLKTYFKDQNANQVSVSANQLVFQTTMIVRTINEKLRRG. Result: 1 (interaction). (5) The miRNA is hsa-miR-4726-5p with sequence AGGGCCAGAGGAGCCUGGAGUGG. The protein sequence of the target gene is MGSTLGCHRSIPRDPSDLSHSRKFSAACNFSNILVNQERLNINTATEEELMTLPGVTRAVARSIVEYREYIGGFKKVEDLALVSGVGATKLEQVKFEICVSSKGSSAQHSPSSLRRDLLAEQQPHHLATAVPLTPRVNINTATPAQLMSVRGLSEKMALSIVDFRREHGPFRSVEDLVRMDGINAAFLDRIRHQVFAERSRPPSTHTNGGLTFTAKPHPSPTSLSLQSEDLDLPPGGPTQIISTRPSVEAFGGTRDGRPVLRLATWNLQGCSVEKANNPGVREVVCMTLLENSIKLLAVQ.... Result: 1 (interaction).